This data is from Forward reaction prediction with 1.9M reactions from USPTO patents (1976-2016). The task is: Predict the product of the given reaction. (1) Given the reactants Cl[C:2]1[CH:7]=[CH:6][C:5]([N+:8]([O-])=O)=[CH:4][C:3]=1[S:11]([NH2:14])(=[O:13])=[O:12].C([NH2:22])C1C=CC=CC=1.CS(O)(=O)=O, predict the reaction product. The product is: [NH2:22][C:2]1[CH:7]=[CH:6][C:5]([NH2:8])=[CH:4][C:3]=1[S:11]([NH2:14])(=[O:13])=[O:12]. (2) Given the reactants Cl[C:2]1[N:7]=[CH:6][C:5]([O:8][CH:9]2[CH2:14][CH2:13][N:12]([C:15]([O-:17])=[O:16])[CH2:11][CH2:10]2)=[CH:4][CH:3]=1.[CH3:18][S:19]([C:22]1[CH:23]=[C:24]2[C:28](=[CH:29][CH:30]=1)[NH:27][CH:26]=[CH:25]2)(=[O:21])=[O:20].[CH3:31][C:32]([O-])([CH3:34])[CH3:33].[Na+], predict the reaction product. The product is: [CH3:18][S:19]([C:22]1[CH:23]=[C:24]2[C:28](=[CH:29][CH:30]=1)[N:27]([C:2]1[N:7]=[CH:6][C:5]([O:8][CH:9]3[CH2:14][CH2:13][N:12]([C:15]([O:17][C:32]([CH3:34])([CH3:33])[CH3:31])=[O:16])[CH2:11][CH2:10]3)=[CH:4][CH:3]=1)[CH:26]=[CH:25]2)(=[O:21])=[O:20]. (3) Given the reactants [O:1]=[C:2]([C:9]1[O:10][C:11]([C:14]2[CH:19]=[CH:18][CH:17]=[CH:16][N:15]=2)=[CH:12][N:13]=1)[CH2:3][CH2:4][CH2:5][CH2:6][C:7]#[CH:8].I[C:21]1[CH:26]=[CH:25][C:24]([N+:27]([O-:29])=[O:28])=[CH:23][CH:22]=1, predict the reaction product. The product is: [O:1]=[C:2]([C:9]1[O:10][C:11]([C:14]2[CH:19]=[CH:18][CH:17]=[CH:16][N:15]=2)=[CH:12][N:13]=1)[CH2:3][CH2:4][CH2:5][CH2:6][C:7]#[C:8][C:21]1[CH:26]=[CH:25][C:24]([N+:27]([O-:29])=[O:28])=[CH:23][CH:22]=1. (4) Given the reactants [C:1]1([N:7]2[CH2:12][CH2:11][CH:10]([C:13]([OH:15])=O)[CH2:9][CH2:8]2)[CH:6]=[CH:5][CH:4]=[CH:3][CH:2]=1.BrC1C=CC=CC=1.[NH2:23][C:24]1[N:25]=[N:26][C:27]2[C:32]([CH:33]=1)=[CH:31][CH:30]=[CH:29][CH:28]=2, predict the reaction product. The product is: [N:26]1[C:27]2[C:32](=[CH:31][CH:30]=[CH:29][CH:28]=2)[CH:33]=[C:24]([NH:23][C:13]([CH:10]2[CH2:9][CH2:8][N:7]([C:1]3[CH:2]=[CH:3][CH:4]=[CH:5][CH:6]=3)[CH2:12][CH2:11]2)=[O:15])[N:25]=1. (5) Given the reactants [OH:1][C:2]1[CH:7]=[C:6]([OH:8])[CH:5]=[CH:4][C:3]=1[C:9]12[CH2:19][C:13]3([CH3:20])[CH2:14][C:15]([CH3:18])([CH2:17][C:11]([C:21]45[CH2:31][C:25]6([CH3:32])[CH2:26][C:27]([CH3:30])([CH2:29][C:23]([C:33]7[CH:38]=[CH:37][C:36]([OH:39])=[CH:35][C:34]=7[OH:40])([CH2:24]6)[CH2:22]4)[CH2:28]5)([CH2:12]3)[CH2:10]1)[CH2:16]2.Br[CH2:42][C:43]#[CH:44].[OH-].[Na+].O1[CH2:51][CH2:50][CH2:49]C1, predict the reaction product. The product is: [CH3:20][C:13]12[CH2:19][C:9]3([C:3]4[CH:4]=[CH:5][C:6]([O:8][CH2:42][C:43]#[CH:44])=[CH:7][C:2]=4[O:1][CH2:7][C:2]#[CH:3])[CH2:16][C:15]([CH3:18])([CH2:17][C:11]([C:21]45[CH2:31][C:25]6([CH3:32])[CH2:24][C:23]([C:33]7[CH:38]=[CH:37][C:36]([O:39][CH2:49][C:50]#[CH:51])=[CH:35][C:34]=7[O:40][CH2:6][C:5]#[CH:4])([CH2:29][C:27]([CH3:30])([CH2:26]6)[CH2:28]4)[CH2:22]5)([CH2:10]3)[CH2:12]1)[CH2:14]2. (6) Given the reactants [CH3:1][N:2]1[C:7]2[N:8]=[CH:9][N:10]=[C:11]([C:12]3[CH:17]=[CH:16][CH:15]=[CH:14][CH:13]=3)[C:6]=2[CH2:5][CH:4]=[N:3]1.[BH4-].[Na+].B(O)(O)O, predict the reaction product. The product is: [CH3:1][N:2]1[C:7]2[N:8]=[CH:9][N:10]=[C:11]([C:12]3[CH:17]=[CH:16][CH:15]=[CH:14][CH:13]=3)[C:6]=2[CH2:5][CH2:4][NH:3]1.